From a dataset of Retrosynthesis with 50K atom-mapped reactions and 10 reaction types from USPTO. Predict the reactants needed to synthesize the given product. (1) The reactants are: Cc1ccc(C(=O)NC2CC2)cc1-c1ccc2nc(C#CCN(C)C)ncc2c1. Given the product Cc1ccc(C(=O)NC2CC2)cc1-c1ccc2nc(CCCN(C)C)ncc2c1, predict the reactants needed to synthesize it. (2) Given the product NC(=S)NNC(=O)COc1ccccc1Cl, predict the reactants needed to synthesize it. The reactants are: NNC(N)=S.O=C(O)COc1ccccc1Cl. (3) Given the product c1ccc2c(c1)CN[C@H](CN1CCOCC1)C2, predict the reactants needed to synthesize it. The reactants are: O=C(OCc1ccccc1)N1Cc2ccccc2C[C@H]1CN1CCOCC1. (4) The reactants are: CCc1ccc(SCCN)cc1.COC(=O)c1cc(S(=O)(=O)Cl)cc(C)c1C. Given the product CCc1ccc(SCCNS(=O)(=O)c2cc(C)c(C)c(C(=O)OC)c2)cc1, predict the reactants needed to synthesize it. (5) The reactants are: CC(C)(C)OC(=O)N1CCC(O)CC1.O=[N+]([O-])c1ccc(F)cn1. Given the product CC(C)(C)OC(=O)N1CCC(Oc2ccc([N+](=O)[O-])nc2)CC1, predict the reactants needed to synthesize it. (6) Given the product CCCn1cnc2c1c(=O)n(CC1CCC1)c(=O)n2CC1CCC1, predict the reactants needed to synthesize it. The reactants are: CCCCl.O=c1c2[nH]cnc2n(CC2CCC2)c(=O)n1CC1CCC1. (7) Given the product COc1cc(OC)c(C(=O)O)c(N)n1, predict the reactants needed to synthesize it. The reactants are: COC(=O)c1c(OC)cc(OC)nc1N. (8) Given the product Cc1c(O)c(=O)c2c(Nc3ccc(I)cc3F)cc(F)cc2n1C1CC1, predict the reactants needed to synthesize it. The reactants are: Cc1c(O)c(=O)c2c(F)cc(F)cc2n1C1CC1.Nc1ccc(I)cc1F. (9) Given the product Cc1nc(-c2ccn(CCNC(=O)c3ccc(F)cc3)n2)sc1C(=O)NCc1cccnc1, predict the reactants needed to synthesize it. The reactants are: Cc1nc(-c2ccn(CCN)n2)sc1C(=O)NCc1cccnc1.O=C(Cl)c1ccc(F)cc1.